Dataset: Catalyst prediction with 721,799 reactions and 888 catalyst types from USPTO. Task: Predict which catalyst facilitates the given reaction. (1) Reactant: [NH2:1][C:2]1[C:12]([Cl:13])=[CH:11][C:5]([C:6]([O:8][CH2:9][CH3:10])=[O:7])=[CH:4][C:3]=1[Cl:14].[N:15]([O-])=O.[Na+].[Sn](Cl)Cl. Product: [ClH:13].[Cl:14][C:3]1[CH:4]=[C:5]([CH:11]=[C:12]([Cl:13])[C:2]=1[NH:1][NH2:15])[C:6]([O:8][CH2:9][CH3:10])=[O:7]. The catalyst class is: 126. (2) Reactant: CO[C:3]1[C:4](=[O:14])[NH:5][C:6]2[C:11]([N:12]=1)=[CH:10][CH:9]=[CH:8][C:7]=2[CH3:13].[CH3:15][N:16]1[CH2:21][CH2:20][NH:19][CH2:18][CH2:17]1.OC1C=CC=CN=1. Product: [CH3:13][C:7]1[CH:8]=[CH:9][CH:10]=[C:11]2[C:6]=1[NH:5][C:4](=[O:14])[C:3]([N:19]1[CH2:20][CH2:21][N:16]([CH3:15])[CH2:17][CH2:18]1)=[N:12]2. The catalyst class is: 11. (3) Reactant: [NH2:1][N:2]1[CH2:7][CH2:6][CH2:5][N:4]([C:8]2[CH:13]=[CH:12][C:11]([N:14]3[CH:18]=[CH:17][N:16]=[C:15]3[CH2:19][N:20]([CH3:22])[CH3:21])=[CH:10][C:9]=2[F:23])[C:3]1=[O:24].[Cl:25][C:26]1[S:30][C:29]([CH:31]=[CH:32][S:33](Cl)(=[O:35])=[O:34])=[CH:28][CH:27]=1. Product: [Cl:25][C:26]1[S:30][C:29]([CH:31]=[CH:32][S:33]([NH:1][N:2]2[CH2:7][CH2:6][CH2:5][N:4]([C:8]3[CH:13]=[CH:12][C:11]([N:14]4[CH:18]=[CH:17][N:16]=[C:15]4[CH2:19][N:20]([CH3:21])[CH3:22])=[CH:10][C:9]=3[F:23])[C:3]2=[O:24])(=[O:35])=[O:34])=[CH:28][CH:27]=1. The catalyst class is: 2. (4) Reactant: [Si]([O:8][C:9]1[CH:10]=[C:11]([NH:16][C:17](=[O:23])[O:18][C:19]([CH3:22])([CH3:21])[CH3:20])[CH:12]=[CH:13][C:14]=1[Cl:15])(C(C)(C)C)(C)C.[Li]C(C)(C)C.C[CH2:30][O:31]CC.C(#N)C.C(=O)=O. Product: [Cl:15][C:14]1[C:9]([OH:8])=[CH:10][C:11]([NH:16][C:17](=[O:23])[O:18][C:19]([CH3:20])([CH3:21])[CH3:22])=[C:12]([CH:30]=[O:31])[CH:13]=1. The catalyst class is: 3. (5) Reactant: [F:8][C:7]([F:10])([F:9])[C:6](O[C:6](=[O:11])[C:7]([F:10])([F:9])[F:8])=[O:11].[NH2:14][C:15]1[C:16]([CH3:21])=[CH:17][CH:18]=[CH:19][CH:20]=1.C(N(CC)CC)C. Product: [F:10][C:7]([F:8])([F:9])[C:6]([NH:14][C:15]1[CH:20]=[CH:19][CH:18]=[CH:17][C:16]=1[CH3:21])=[O:11]. The catalyst class is: 2. (6) Reactant: [F:1][C:2]1[CH:30]=[CH:29][CH:28]=[CH:27][C:3]=1[CH2:4][C:5]1[N:6]=[C:7]([C:14]2[N:15]=[C:16](I)[C:17]3[C:22]([CH3:24])([CH3:23])[C:21](=[O:25])[NH:20][C:18]=3[N:19]=2)[N:8]2[CH:13]=[CH:12][CH:11]=[N:10][C:9]=12.[F:31][C:32]([F:37])([F:36])[CH2:33][CH2:34][NH2:35]. Product: [F:1][C:2]1[CH:30]=[CH:29][CH:28]=[CH:27][C:3]=1[CH2:4][C:5]1[N:6]=[C:7]([C:14]2[N:15]=[C:16]([NH:35][CH2:34][CH2:33][C:32]([F:37])([F:36])[F:31])[C:17]3[C:22]([CH3:24])([CH3:23])[C:21](=[O:25])[NH:20][C:18]=3[N:19]=2)[N:8]2[CH:13]=[CH:12][CH:11]=[N:10][C:9]=12. The catalyst class is: 37. (7) Reactant: [C:1]1(=[O:6])[CH2:5][CH2:4][CH:3]=[CH:2]1.[C:7]([NH2:14])([O:9][C:10]([CH3:13])([CH3:12])[CH3:11])=[O:8].[N+]([O-])([O-])=O.[Bi+3].[N+]([O-])([O-])=O.[N+]([O-])([O-])=O. Product: [O:6]=[C:1]1[CH2:5][CH2:4][CH:3]([NH:14][C:7](=[O:8])[O:9][C:10]([CH3:13])([CH3:12])[CH3:11])[CH2:2]1. The catalyst class is: 2. (8) Reactant: [F:1][C:2]1[CH:7]=[CH:6][C:5]([C:8]([N:10]2[CH2:15][CH2:14][CH2:13][C@H:12]([OH:16])[CH2:11]2)=[O:9])=[CH:4][CH:3]=1.[CH3:17][O:18][C:19]1[CH:24]=[CH:23][C:22]([N:25]=[C:26]=[O:27])=[CH:21][CH:20]=1. Product: [F:1][C:2]1[CH:7]=[CH:6][C:5]([C:8]([N:10]2[CH2:15][CH2:14][CH2:13][C@H:12]([O:16][C:26](=[O:27])[NH:25][C:22]3[CH:21]=[CH:20][C:19]([O:18][CH3:17])=[CH:24][CH:23]=3)[CH2:11]2)=[O:9])=[CH:4][CH:3]=1. The catalyst class is: 4. (9) Reactant: [Br:1][C:2]1[CH:7]=[CH:6][C:5]([OH:8])=[CH:4][C:3]=1[CH3:9].Cl.Cl[CH2:12][CH2:13][N:14]1[CH2:19][CH2:18][O:17][CH2:16][CH2:15]1.C(=O)([O-])[O-].[K+].[K+]. Product: [Br:1][C:2]1[CH:7]=[CH:6][C:5]([O:8][CH2:12][CH2:13][N:14]2[CH2:19][CH2:18][O:17][CH2:16][CH2:15]2)=[CH:4][C:3]=1[CH3:9]. The catalyst class is: 10.